Predict the reaction yield, written as a fraction of the theoretical maximum amount of product (1.0 means a 100% yield; for example, 0.34 means a 34% yield). From a dataset of Reaction yield outcomes from USPTO patents with 853,638 reactions. (1) The reactants are [OH:1][CH2:2][C:3]1([CH3:17])[CH2:11][C:10]2[C:5](=[C:6]([CH3:15])[C:7]([CH:13]=[CH2:14])=[C:8]([CH3:12])[CH:9]=2)[CH:4]1[OH:16].N1C=CN=C1.[Si:23](Cl)([CH2:28][CH3:29])([CH2:26][CH3:27])[CH2:24][CH3:25]. The catalyst is C(Cl)Cl.O. The product is [CH3:17][C:3]1([CH2:2][O:1][Si:23]([CH2:28][CH3:29])([CH2:26][CH3:27])[CH2:24][CH3:25])[CH2:11][C:10]2[C:5](=[C:6]([CH3:15])[C:7]([CH:13]=[CH2:14])=[C:8]([CH3:12])[CH:9]=2)[CH:4]1[OH:16]. The yield is 0.880. (2) The reactants are [CH3:1][O:2][C@H:3]1[CH2:8][CH2:7][CH2:6][C@@H:5]([NH:9][C:10]2[C:15]([C:16]([O:18]CC)=[O:17])=[CH:14][N:13]=[C:12]([S:21][CH3:22])[N:11]=2)[CH2:4]1.[OH-].[Na+].C(O)(=O)CC(CC(O)=O)(C(O)=O)O. The catalyst is C(O)C. The product is [CH3:1][O:2][C@H:3]1[CH2:8][CH2:7][CH2:6][C@@H:5]([NH:9][C:10]2[C:15]([C:16]([OH:18])=[O:17])=[CH:14][N:13]=[C:12]([S:21][CH3:22])[N:11]=2)[CH2:4]1. The yield is 0.890. (3) The reactants are [C:12]([O:11][C:9](O[C:9]([O:11][C:12]([CH3:15])([CH3:14])[CH3:13])=[O:10])=[O:10])([CH3:15])([CH3:14])[CH3:13].[Br:16][C:17]1[C:18]([O:28][CH3:29])=[C:19]([CH:25]([NH2:27])[CH3:26])[CH:20]=[C:21]([Cl:24])[C:22]=1[CH3:23].C(N(CC)CC)C. The catalyst is O1CCCC1. The product is [Br:16][C:17]1[C:18]([O:28][CH3:29])=[C:19]([CH:25]([NH:27][C:9](=[O:10])[O:11][C:12]([CH3:13])([CH3:14])[CH3:15])[CH3:26])[CH:20]=[C:21]([Cl:24])[C:22]=1[CH3:23]. The yield is 0.670. (4) The reactants are [Si]([O:8][C@@H:9]1[CH2:13][N:12](C(OC(C)(C)C)=O)[C@H:11]([C:21]2[N:30]([C:31]3[CH:36]=[CH:35][CH:34]=[CH:33][CH:32]=3)[C:29](=[O:37])[C:28]3[C:23](=[CH:24][CH:25]=[C:26]([F:44])[C:27]=3[C:38]3[CH:39]=[N:40][N:41]([CH3:43])[CH:42]=3)[N:22]=2)[CH2:10]1)(C(C)(C)C)(C)C.OP(O)(O)=O.O.C([O-])(O)=O.[Na+]. The catalyst is C1COCC1. The product is [F:44][C:26]1[C:27]([C:38]2[CH:39]=[N:40][N:41]([CH3:43])[CH:42]=2)=[C:28]2[C:23](=[CH:24][CH:25]=1)[N:22]=[C:21]([C@@H:11]1[CH2:10][C@H:9]([OH:8])[CH2:13][NH:12]1)[N:30]([C:31]1[CH:32]=[CH:33][CH:34]=[CH:35][CH:36]=1)[C:29]2=[O:37]. The yield is 0.960. (5) The reactants are [CH3:1][C:2]1[CH:3]=[C:4]([NH:12][CH2:13][C:14]2[CH:19]=[CH:18][C:17]([C:20]([F:23])([F:22])[F:21])=[CH:16][CH:15]=2)[CH:5]=[C:6]([CH3:11])[C:7]=1[N+:8]([O-:10])=[O:9].C(N(CC)CC)C.[C:31](O[C:31]([O:33][C:34]([CH3:37])([CH3:36])[CH3:35])=[O:32])([O:33][C:34]([CH3:37])([CH3:36])[CH3:35])=[O:32]. The catalyst is C(#N)C.CN(C)C1C=CN=CC=1. The product is [C:34]([O:33][C:31](=[O:32])[N:12]([C:4]1[CH:3]=[C:2]([CH3:1])[C:7]([N+:8]([O-:10])=[O:9])=[C:6]([CH3:11])[CH:5]=1)[CH2:13][C:14]1[CH:19]=[CH:18][C:17]([C:20]([F:22])([F:21])[F:23])=[CH:16][CH:15]=1)([CH3:37])([CH3:36])[CH3:35]. The yield is 0.950. (6) The reactants are [F:1][C:2]1[CH:7]=[CH:6][C:5]([NH:8][C:9](=[O:14])[C:10]([CH3:13])([CH3:12])[CH3:11])=[CH:4][C:3]=1[CH:15]([OH:26])[C:16]1[CH:17]=[C:18]2[C:23](=[CH:24][CH:25]=1)[N:22]=[CH:21][CH:20]=[N:19]2. The catalyst is C(Cl)Cl.O=[Mn]=O. The product is [F:1][C:2]1[CH:7]=[CH:6][C:5]([NH:8][C:9](=[O:14])[C:10]([CH3:13])([CH3:12])[CH3:11])=[CH:4][C:3]=1[C:15]([C:16]1[CH:17]=[C:18]2[C:23](=[CH:24][CH:25]=1)[N:22]=[CH:21][CH:20]=[N:19]2)=[O:26]. The yield is 0.920. (7) The reactants are [C:1]([NH:8][C:9]1[CH:13]=[C:12]([C:14]([CH3:17])([CH3:16])[CH3:15])[S:11][C:10]=1[C:18]([OH:20])=[O:19])([O:3][C:4]([CH3:7])([CH3:6])[CH3:5])=[O:2].[CH2:21](O)[CH:22]=[CH2:23].CCN=C=NCCCN(C)C.Cl. The catalyst is CN(C1C=CN=CC=1)C.C(Cl)Cl. The product is [C:1]([NH:8][C:9]1[CH:13]=[C:12]([C:14]([CH3:17])([CH3:16])[CH3:15])[S:11][C:10]=1[C:18]([O:20][CH2:23][CH:22]=[CH2:21])=[O:19])([O:3][C:4]([CH3:7])([CH3:6])[CH3:5])=[O:2]. The yield is 0.650.